From a dataset of Full USPTO retrosynthesis dataset with 1.9M reactions from patents (1976-2016). Predict the reactants needed to synthesize the given product. (1) Given the product [CH:1]1[C:10]2[C:5](=[CH:6][CH:7]=[CH:8][CH:9]=2)[CH:4]=[CH:3][C:2]=1[S:11]([NH:15][CH2:16][CH2:17][CH2:18][C:19]([O:21][CH3:22])=[O:20])(=[O:13])=[O:12], predict the reactants needed to synthesize it. The reactants are: [CH:1]1[C:10]2[C:5](=[CH:6][CH:7]=[CH:8][CH:9]=2)[CH:4]=[CH:3][C:2]=1[S:11](Cl)(=[O:13])=[O:12].[NH2:15][CH2:16][CH2:17][CH2:18][C:19]([O:21][CH3:22])=[O:20]. (2) Given the product [F:8][C:7]([F:9])=[CH:47][C:45]1[N:46]=[C:42]([C:39]2[CH:38]=[CH:37][C:36]([C:33]3[CH:34]=[CH:35][C:30]([O:29][CH2:28][C:27]4[CH:57]=[CH:58][C:24]([O:23][CH3:22])=[CH:25][CH:26]=4)=[CH:31][CH:32]=3)=[N:41][CH:40]=2)[N:43]([CH2:49][O:50][CH2:51][CH2:52][Si:53]([CH3:54])([CH3:55])[CH3:56])[CH:44]=1, predict the reactants needed to synthesize it. The reactants are: O1CCCC1.Br[C:7](Br)([F:9])[F:8].CN(C)P(=O)(N(C)C)N(C)C.[CH3:22][O:23][C:24]1[CH:58]=[CH:57][C:27]([CH2:28][O:29][C:30]2[CH:35]=[CH:34][C:33]([C:36]3[N:41]=[CH:40][C:39]([C:42]4[N:43]([CH2:49][O:50][CH2:51][CH2:52][Si:53]([CH3:56])([CH3:55])[CH3:54])[CH:44]=[C:45]([CH:47]=O)[N:46]=4)=[CH:38][CH:37]=3)=[CH:32][CH:31]=2)=[CH:26][CH:25]=1. (3) Given the product [CH:22]1([C:25]2[NH:29][C:28]3[CH:37]=[C:38]([C:48]4[C:49]([CH3:54])=[N:50][O:51][C:52]=4[CH3:53])[CH:39]=[C:40]([C:41]([C:21]4[N:16]=[N:17][CH:18]=[CH:19][CH:20]=4)([CH:43]4[CH2:47][CH2:46][CH2:45][O:44]4)[OH:42])[C:27]=3[N:26]=2)[CH2:24][CH2:23]1, predict the reactants needed to synthesize it. The reactants are: CC1(C)CCCC(C)(C)N1.[Li]CCCC.[N:16]1[CH:21]=[CH:20][CH:19]=[CH:18][N:17]=1.[CH:22]1([C:25]2[N:29](C(OC(C)(C)C)=O)[C:28]3[CH:37]=[C:38]([C:48]4[C:49]([CH3:54])=[N:50][O:51][C:52]=4[CH3:53])[CH:39]=[C:40]([C:41]([CH:43]4[CH2:47][CH2:46][CH2:45][O:44]4)=[O:42])[C:27]=3[N:26]=2)[CH2:24][CH2:23]1. (4) The reactants are: [F:1][C:2]1[CH:7]=[CH:6][CH:5]=[CH:4][C:3]=1[N:8]1[C:12]([C:13]2[CH:18]=[CH:17][N:16]=[CH:15][CH:14]=2)=[C:11]([C:19]2[O:23][N:22]=[C:21]([C:24]3[CH:31]=[CH:30][C:27]([CH:28]=O)=[CH:26][CH:25]=3)[N:20]=2)[N:10]=[N:9]1.[CH3:32][O:33][CH2:34][CH2:35][NH2:36]. Given the product [F:1][C:2]1[CH:7]=[CH:6][CH:5]=[CH:4][C:3]=1[N:8]1[C:12]([C:13]2[CH:14]=[CH:15][N:16]=[CH:17][CH:18]=2)=[C:11]([C:19]2[O:23][N:22]=[C:21]([C:24]3[CH:25]=[CH:26][C:27]([CH2:28][NH:36][CH2:35][CH2:34][O:33][CH3:32])=[CH:30][CH:31]=3)[N:20]=2)[N:10]=[N:9]1, predict the reactants needed to synthesize it. (5) Given the product [C:13]1([C:17]2[CH:18]=[CH:19][CH:20]=[CH:21][CH:22]=2)[CH:14]=[CH:15][CH:16]=[C:11]([N:9]2[CH:10]=[C:6]([C:4]([C:25]3[CH:30]=[CH:29][C:28]([F:31])=[CH:27][CH:26]=3)=[O:5])[N:7]=[CH:8]2)[CH:12]=1, predict the reactants needed to synthesize it. The reactants are: CON(C)[C:4]([C:6]1[N:7]=[CH:8][N:9]([C:11]2[CH:12]=[C:13]([C:17]3[CH:22]=[CH:21][CH:20]=[CH:19][CH:18]=3)[CH:14]=[CH:15][CH:16]=2)[CH:10]=1)=[O:5].Br[C:25]1[CH:30]=[CH:29][C:28]([F:31])=[CH:27][CH:26]=1. (6) Given the product [C:39]([C@@H:37]([C@H:35]([C:34]([OH:43])=[O:42])[OH:36])[OH:38])([OH:41])=[O:40].[C:29]([NH:28][C:27]([O:26][CH2:25][C:21]1[CH:20]=[C:19]([C:16]2[CH:15]=[N:14][C:13]([N:10]3[CH2:9][CH2:8][CH:7]([O:6][CH2:5][C:4]([O:3][CH2:1][CH3:2])=[O:33])[CH2:12][CH2:11]3)=[N:18][CH:17]=2)[CH:24]=[CH:23][CH:22]=1)=[O:32])(=[NH:30])[NH2:31], predict the reactants needed to synthesize it. The reactants are: [CH2:1]([O:3][C:4](=[O:33])[CH2:5][O:6][CH:7]1[CH2:12][CH2:11][N:10]([C:13]2[N:18]=[CH:17][C:16]([C:19]3[CH:24]=[CH:23][CH:22]=[C:21]([CH2:25][O:26][C:27](=[O:32])[NH:28][C:29](=[NH:31])[NH2:30])[CH:20]=3)=[CH:15][N:14]=2)[CH2:9][CH2:8]1)[CH3:2].[C:34]([OH:43])(=[O:42])[C@@H:35]([C@H:37]([C:39]([OH:41])=[O:40])[OH:38])[OH:36].